This data is from Reaction yield outcomes from USPTO patents with 853,638 reactions. The task is: Predict the reaction yield, written as a fraction of the theoretical maximum amount of product (1.0 means a 100% yield; for example, 0.34 means a 34% yield). (1) The reactants are [N:1]1[CH:6]=[CH:5][CH:4]=[C:3]([C:7](=O)[CH2:8][C:9](=O)[C:10]([F:13])([F:12])[F:11])[CH:2]=1.C(C1C=NC=CC=1)(=O)C.[NH2:25][C:26]1[N:27]=[CH:28][NH:29][C:30]=1[C:31]#[N:32]. No catalyst specified. The product is [N:1]1[CH:6]=[CH:5][CH:4]=[C:3]([C:7]2[CH:8]=[C:9]([C:10]([F:13])([F:12])[F:11])[N:27]3[CH:28]=[N:29][C:30]([C:31]#[N:32])=[C:26]3[N:25]=2)[CH:2]=1. The yield is 0.130. (2) The reactants are [Cl:1][C:2]1[C:7]([I:8])=[C:6](O)[N:5]=[C:4]([S:10][CH3:11])[N:3]=1.P(Cl)(Cl)([Cl:14])=O. The catalyst is O. The product is [Cl:1][C:2]1[C:7]([I:8])=[C:6]([Cl:14])[N:5]=[C:4]([S:10][CH3:11])[N:3]=1. The yield is 0.730. (3) The reactants are [NH:1]1[C@H:6]([C:7]([O:9]C)=O)[CH2:5][CH2:4][CH2:3][C@@H:2]1[C:11]([O:13][CH3:14])=[O:12].[C:15]([O-:18])([O-])=O.[Na+].[Na+].BrCC(Cl)=O.[C:26](#[N:28])C. The catalyst is C1COCC1. The product is [O:9]=[C:7]1[NH:28][CH2:26][C:15](=[O:18])[N:1]2[C@@H:2]([C:11]([O:13][CH3:14])=[O:12])[CH2:3][CH2:4][CH2:5][C@@H:6]12. The yield is 0.830. (4) The reactants are [Br:1][C:2]1[N:3]=[C:4]([C:9]#[C:10][Si](C)(C)C)[C:5]([NH2:8])=[N:6][CH:7]=1.[H-].[Na+].[C:17]1([CH3:27])[CH:22]=[CH:21][C:20]([S:23](Cl)(=[O:25])=[O:24])=[CH:19][CH:18]=1. The catalyst is CN(C=O)C. The product is [Br:1][C:2]1[N:3]=[C:4]2[CH:9]=[CH:10][N:8]([S:23]([C:20]3[CH:21]=[CH:22][C:17]([CH3:27])=[CH:18][CH:19]=3)(=[O:25])=[O:24])[C:5]2=[N:6][CH:7]=1. The yield is 0.520. (5) The reactants are [CH2:1]([O:3][C:4]1[CH:9]=[CH:8][C:7]([CH2:10][O:11][C:12]2[NH:16][N:15]=[C:14]([NH2:17])[CH:13]=2)=[CH:6][C:5]=1[O:18][CH3:19])[CH3:2].Cl[C:21]1[CH:26]=[CH:25][N:24]=[C:23]([NH:27][CH2:28][C:29]2[O:33][N:32]=[C:31]([CH3:34])[CH:30]=2)[N:22]=1. The catalyst is C(O)C. The product is [CH2:1]([O:3][C:4]1[CH:9]=[CH:8][C:7]([CH2:10][O:11][C:12]2[NH:16][N:15]=[C:14]([NH:17][C:21]3[CH:26]=[CH:25][N:24]=[C:23]([NH:27][CH2:28][C:29]4[O:33][N:32]=[C:31]([CH3:34])[CH:30]=4)[N:22]=3)[CH:13]=2)=[CH:6][C:5]=1[O:18][CH3:19])[CH3:2]. The yield is 0.0700. (6) The reactants are ClC(Cl)(Cl)CO[C:5](=[O:30])[NH:6][C:7]1[C:8]([CH3:29])=[C:9]([C:26](=[O:28])[CH3:27])[C:10]2[O:14][CH2:13][CH:12]([C:15]3[CH:20]=[CH:19][C:18]([CH:21]([CH3:23])[CH3:22])=[CH:17][CH:16]=3)[C:11]=2[C:24]=1[CH3:25].[OH:33][CH2:34][CH2:35][CH2:36][NH2:37]. No catalyst specified. The product is [C:26]([C:9]1[C:10]2[O:14][CH2:13][CH:12]([C:15]3[CH:16]=[CH:17][C:18]([CH:21]([CH3:23])[CH3:22])=[CH:19][CH:20]=3)[C:11]=2[C:24]([CH3:25])=[C:7]([NH:6][C:5]([NH:37][CH2:36][CH2:35][CH2:34][OH:33])=[O:30])[C:8]=1[CH3:29])(=[O:28])[CH3:27]. The yield is 0.590.